From a dataset of Forward reaction prediction with 1.9M reactions from USPTO patents (1976-2016). Predict the product of the given reaction. (1) Given the reactants Cl.[OH:2][C:3]1[CH:13]=[C:12]([O:14][CH2:15][CH2:16][O:17][CH2:18][CH2:19][O:20][CH3:21])[CH:11]=[CH:10][C:4]=1[C:5](=[NH:9])OCC.Cl.N[CH2:24][C:25]([NH:31]Cl)([CH3:30])[C:26]([O:28][CH3:29])=[O:27].CCN(CC)CC, predict the reaction product. The product is: [OH:2][C:3]1[CH:13]=[C:12]([O:14][CH2:15][CH2:16][O:17][CH2:18][CH2:19][O:20][CH3:21])[CH:11]=[CH:10][C:4]=1[C:5]1[NH:9][CH2:24][C:25]([CH3:30])([C:26]([O:28][CH3:29])=[O:27])[N:31]=1. (2) Given the reactants [NH:1]1[C:9]2[C:4](=[CH:5][CH:6]=[C:7]([C:10]([N:12]3[CH2:18][C:17]4([CH3:20])[CH2:19][CH:13]3[CH2:14][C:15]([CH3:22])([CH3:21])[CH2:16]4)=[O:11])[CH:8]=2)[CH:3]=[CH:2]1.[I-].[CH3:24][NH2+:25][CH3:26].[CH2:27](Cl)Cl, predict the reaction product. The product is: [CH3:24][N:25]([CH2:27][C:3]1[C:4]2[C:9](=[CH:8][C:7]([C:10]([N:12]3[CH2:18][C:17]4([CH3:20])[CH2:19][CH:13]3[CH2:14][C:15]([CH3:22])([CH3:21])[CH2:16]4)=[O:11])=[CH:6][CH:5]=2)[NH:1][CH:2]=1)[CH3:26]. (3) Given the reactants [CH3:1][O:2][C:3]1[CH:4]=[C:5]([S:11]([N:14]2[CH2:18][CH2:17][C@H:16]([NH:19][S:20]([C:23]3[CH:28]=[CH:27][C:26]([O:29][CH3:30])=[C:25]([O:31][CH3:32])[CH:24]=3)(=[O:22])=[O:21])[CH2:15]2)(=[O:13])=[O:12])[CH:6]=[CH:7][C:8]=1[O:9][CH3:10].N[C@H:34]1[CH2:38]CN[CH2:35]1.C(N(CC)CC)C.COC1C=C(S(Cl)(=O)=O)C=CC=1OC, predict the reaction product. The product is: [CH3:1][O:2][C:3]1[CH:4]=[C:5]([S:11]([N:14]2[CH2:18][CH2:17][C@H:16]([N:19]([CH2:35][CH2:34][CH3:38])[S:20]([C:23]3[CH:28]=[CH:27][C:26]([O:29][CH3:30])=[C:25]([O:31][CH3:32])[CH:24]=3)(=[O:22])=[O:21])[CH2:15]2)(=[O:12])=[O:13])[CH:6]=[CH:7][C:8]=1[O:9][CH3:10]. (4) Given the reactants [F:1][C:2]1[CH:3]=[CH:4][C:5]([C:8]([NH:10][C:11]2[CH:12]=[CH:13][C:14]3[CH2:20][CH2:19][CH2:18][C:17]([C:21](OC)=[O:22])=[C:16]([CH3:25])[C:15]=3[CH:26]=2)=[O:9])=[N:6][CH:7]=1.CC(C[AlH]CC(C)C)C, predict the reaction product. The product is: [F:1][C:2]1[CH:3]=[CH:4][C:5]([C:8]([NH:10][C:11]2[CH:12]=[CH:13][C:14]3[CH2:20][CH2:19][CH2:18][C:17]([CH2:21][OH:22])=[C:16]([CH3:25])[C:15]=3[CH:26]=2)=[O:9])=[N:6][CH:7]=1. (5) Given the reactants [Cl:1][C:2]1[C:3]([N+:14]([O-])=O)=[C:4]([NH:8][C:9](=O)[CH2:10][O:11][CH3:12])[CH:5]=[CH:6][CH:7]=1.O.O.[Sn](Cl)(Cl)(Cl)Cl.[OH-].[Na+], predict the reaction product. The product is: [Cl:1][C:2]1[C:3]2[NH:14][C:9]([CH2:10][O:11][CH3:12])=[N:8][C:4]=2[CH:5]=[CH:6][CH:7]=1. (6) Given the reactants [CH2:1]([O:3][C:4](=[O:24])[CH2:5][O:6][C:7]1[CH:12]=[CH:11][C:10]([N:13](C(OC(C)(C)C)=O)[CH3:14])=[CH:9][C:8]=1[O:22][CH3:23])[CH3:2].COC(=O)COC1C=CC(N(C(OC(C)(C)C)=O)C)=CC=1OC.C(O)(C(F)(F)F)=O, predict the reaction product. The product is: [CH2:1]([O:3][C:4](=[O:24])[CH2:5][O:6][C:7]1[CH:12]=[CH:11][C:10]([NH:13][CH3:14])=[CH:9][C:8]=1[O:22][CH3:23])[CH3:2].